Dataset: Forward reaction prediction with 1.9M reactions from USPTO patents (1976-2016). Task: Predict the product of the given reaction. Given the reactants [Cl:1][C:2]1[N:11]=[CH:10][CH:9]=[C:8]([CH3:12])[C:3]=1[C:4](OC)=[O:5].[H-].[Al+3].[Li+].[H-].[H-].[H-].O, predict the reaction product. The product is: [Cl:1][C:2]1[C:3]([CH2:4][OH:5])=[C:8]([CH3:12])[CH:9]=[CH:10][N:11]=1.